Predict the product of the given reaction. From a dataset of Forward reaction prediction with 1.9M reactions from USPTO patents (1976-2016). Given the reactants Cl[C:2]1[C:3]2[C:4](=[CH:14][N:15](CC3C=CC(OC)=CC=3)[N:16]=2)[N:5]=[C:6]([C:8]2[CH:13]=[CH:12][CH:11]=[CH:10][CH:9]=2)[N:7]=1.[CH3:26][N:27]([CH3:35])[C:28]1[CH:33]=[CH:32][C:31]([NH2:34])=[CH:30][CH:29]=1.Cl, predict the reaction product. The product is: [CH3:26][N:27]([CH3:35])[C:28]1[CH:33]=[CH:32][C:31]([NH:34][C:2]2[C:3]3[NH:16][N:15]=[CH:14][C:4]=3[N:5]=[C:6]([C:8]3[CH:9]=[CH:10][CH:11]=[CH:12][CH:13]=3)[N:7]=2)=[CH:30][CH:29]=1.